Dataset: Forward reaction prediction with 1.9M reactions from USPTO patents (1976-2016). Task: Predict the product of the given reaction. Given the reactants Cl[S:2]([C:5]1[CH:14]=[C:13]2[C:8]([C:9]([C:16]([OH:18])=[O:17])=[CH:10][NH:11][C:12]2=[O:15])=[CH:7][CH:6]=1)(=[O:4])=[O:3].C(N(C(C)C)CC)(C)C.Cl.[CH3:29][C:30]1([OH:34])[CH2:33][NH:32][CH2:31]1.Cl, predict the reaction product. The product is: [OH:34][C:30]1([CH3:29])[CH2:33][N:32]([S:2]([C:5]2[CH:14]=[C:13]3[C:8]([C:9]([C:16]([OH:18])=[O:17])=[CH:10][NH:11][C:12]3=[O:15])=[CH:7][CH:6]=2)(=[O:4])=[O:3])[CH2:31]1.